Predict the product of the given reaction. From a dataset of Forward reaction prediction with 1.9M reactions from USPTO patents (1976-2016). (1) Given the reactants [F:1][C:2]1[CH:3]=[C:4]([S:14]([NH:17][C:18]2[CH:19]=[C:20]([NH:26][C:27](=[O:40])[C:28]([NH:32]C(=O)OC(C)(C)C)([CH2:30][OH:31])[CH3:29])[CH:21]=[CH:22][C:23]=2[O:24][CH3:25])(=[O:16])=[O:15])[CH:5]=[CH:6][C:7]=1[C:8]1[O:9][C:10]([CH3:13])=[CH:11][CH:12]=1.[ClH:41], predict the reaction product. The product is: [ClH:41].[F:1][C:2]1[CH:3]=[C:4]([S:14]([NH:17][C:18]2[CH:19]=[C:20]([NH:26][C:27](=[O:40])[C@:28]([CH3:29])([CH2:30][OH:31])[NH2:32])[CH:21]=[CH:22][C:23]=2[O:24][CH3:25])(=[O:16])=[O:15])[CH:5]=[CH:6][C:7]=1[C:8]1[O:9][C:10]([CH3:13])=[CH:11][CH:12]=1. (2) The product is: [CH:1]1([NH:4][C:5](=[O:6])[C:7]2[CH:12]=[C:11]([C:13]3[CH:14]=[C:15]4[C:19](=[CH:20][CH:21]=3)[N:18]([CH2:22][C:23](=[O:25])[NH:32][CH2:29][CH2:30][CH3:31])[N:17]=[CH:16]4)[C:10]([CH3:27])=[C:9]([F:28])[CH:8]=2)[CH2:3][CH2:2]1. Given the reactants [CH:1]1([NH:4][C:5]([C:7]2[CH:8]=[C:9]([F:28])[C:10]([CH3:27])=[C:11]([C:13]3[CH:14]=[C:15]4[C:19](=[CH:20][CH:21]=3)[N:18]([CH2:22][C:23]([O:25]C)=O)[N:17]=[CH:16]4)[CH:12]=2)=[O:6])[CH2:3][CH2:2]1.[CH2:29]([NH2:32])[CH2:30][CH3:31], predict the reaction product. (3) Given the reactants [C:1]([O:5][C:6]([N:8]1[CH2:14][CH2:13][CH2:12][N:11]([C:15]2[NH:19][C:18]3[CH:20]=[CH:21][CH:22]=[CH:23][C:17]=3[N:16]=2)[CH2:10][CH2:9]1)=[O:7])([CH3:4])([CH3:3])[CH3:2].CN(C)C=O.[H-].[Na+].[CH3:31][O:32][CH2:33][CH2:34]Cl, predict the reaction product. The product is: [C:1]([O:5][C:6]([N:8]1[CH2:14][CH2:13][CH2:12][N:11]([C:15]2[N:16]([CH2:34][CH2:33][O:32][CH3:31])[C:17]3[CH:23]=[CH:22][CH:21]=[CH:20][C:18]=3[N:19]=2)[CH2:10][CH2:9]1)=[O:7])([CH3:4])([CH3:2])[CH3:3]. (4) Given the reactants [F:1][C:2]1[C:3]([CH2:9][C:10]([O:12][CH3:13])=[O:11])=[N:4][CH:5]=[C:6]([OH:8])[CH:7]=1.C([O-])([O-])=O.[Na+].[Na+].[I:20]I.Cl, predict the reaction product. The product is: [F:1][C:2]1[C:3]([CH2:9][C:10]([O:12][CH3:13])=[O:11])=[N:4][C:5]([I:20])=[C:6]([OH:8])[CH:7]=1. (5) Given the reactants [CH2:1]([N:5]([CH2:11][CH3:12])[C@H:6]1[CH2:9][C@H:8]([SH:10])[CH2:7]1)[CH2:2][CH2:3]C.[H-].[Na+].F[C:16]1[CH:21]=[CH:20][C:19]([I:22])=[CH:18][CH:17]=1.O, predict the reaction product. The product is: [I:22][C:19]1[CH:20]=[CH:21][C:16]([S:10][C@H:8]2[CH2:7][C@H:6]([N:5]3[CH2:1][CH2:2][CH2:3][CH2:12][CH2:11]3)[CH2:9]2)=[CH:17][CH:18]=1. (6) The product is: [CH:2]1[N:3]=[C:4]2[N:5]([C@@H:19]3[O:23][C@H:22]([CH2:24][OH:25])[C@@H:21]([OH:26])[C@@H:20]3[OH:27])[CH:6]=[N:7][C:8]2=[C:9]([NH2:10])[N:1]=1. Given the reactants [N:1]1[C:9]([NH2:10])=[C:8]2[C:4]([N:5]=[CH:6][NH:7]2)=[N:3][CH:2]=1.C1C(=O)NC(=O)N([C@@H:19]2[O:23][C@H:22]([CH2:24][OH:25])[C@@H:21]([OH:26])[C@@H:20]2[OH:27])C=1, predict the reaction product. (7) Given the reactants [NH:1]1[C:5]2=[N:6][CH:7]=[CH:8][CH:9]=[C:4]2[C:3]([CH2:10][C:11](O)=O)=[CH:2]1.[CH3:14][N:15]1[CH:19]=[C:18]([C:20]2[N:25]=[N:24][C:23]([NH:26][NH2:27])=[CH:22][CH:21]=2)[CH:17]=[N:16]1.C(N(CC)C(C)C)(C)C, predict the reaction product. The product is: [CH3:14][N:15]1[CH:19]=[C:18]([C:20]2[CH:21]=[CH:22][C:23]3[N:24]([C:11]([CH2:10][C:3]4[C:4]5[C:5](=[N:6][CH:7]=[CH:8][CH:9]=5)[NH:1][CH:2]=4)=[N:27][N:26]=3)[N:25]=2)[CH:17]=[N:16]1.